From a dataset of Peptide-MHC class I binding affinity with 185,985 pairs from IEDB/IMGT. Regression. Given a peptide amino acid sequence and an MHC pseudo amino acid sequence, predict their binding affinity value. This is MHC class I binding data. The peptide sequence is QLTPHTKAV. The MHC is HLA-B08:01 with pseudo-sequence HLA-B08:01. The binding affinity (normalized) is 0.484.